From a dataset of Peptide-MHC class II binding affinity with 134,281 pairs from IEDB. Regression. Given a peptide amino acid sequence and an MHC pseudo amino acid sequence, predict their binding affinity value. This is MHC class II binding data. (1) The peptide sequence is WLGARYLEFEALGFLKK. The MHC is HLA-DQA10103-DQB10603 with pseudo-sequence HLA-DQA10103-DQB10603. The binding affinity (normalized) is 0.360. (2) The peptide sequence is CLFLLPSLATVAYFN. The MHC is DRB1_0101 with pseudo-sequence DRB1_0101. The binding affinity (normalized) is 0.952.